Dataset: Forward reaction prediction with 1.9M reactions from USPTO patents (1976-2016). Task: Predict the product of the given reaction. (1) Given the reactants [NH:1]1[CH2:4][CH:3]([O:5][C:6]2[CH:11]=[CH:10][C:9]([N:12]3[CH:17]=[CH:16][C:15]4[N:18]=[C:19]([C:21]5[CH:26]=[CH:25][C:24]([Cl:27])=[CH:23][CH:22]=5)[S:20][C:14]=4[C:13]3=[O:28])=[CH:8][C:7]=2[O:29][CH3:30])[CH2:2]1.[O:31]1[CH2:36][CH2:35][C:34](=O)[CH2:33][CH2:32]1.C(O)(=O)C.C([BH3-])#N.[Na+], predict the reaction product. The product is: [ClH:27].[Cl:27][C:24]1[CH:23]=[CH:22][C:21]([C:19]2[S:20][C:14]3[C:13](=[O:28])[N:12]([C:9]4[CH:10]=[CH:11][C:6]([O:5][CH:3]5[CH2:4][N:1]([CH:34]6[CH2:35][CH2:36][O:31][CH2:32][CH2:33]6)[CH2:2]5)=[C:7]([O:29][CH3:30])[CH:8]=4)[CH:17]=[CH:16][C:15]=3[N:18]=2)=[CH:26][CH:25]=1. (2) Given the reactants [CH2:1]([O:8][C:9](=[O:42])[NH:10][CH2:11][CH2:12][NH:13][C:14](=[O:41])[C@H:15]([CH2:24][CH2:25][CH2:26][NH:27][C:28]([NH:30][C:31]([O:33]CC1C=CC=CC=1)=[O:32])=[NH:29])[NH:16]C(OC(C)(C)C)=O)[C:2]1[CH:7]=[CH:6][CH:5]=[CH:4][CH:3]=1.[ClH:43], predict the reaction product. The product is: [ClH:43].[CH2:1]([N:30]([C:28](=[NH:29])[NH:27][CH2:26][CH2:25][CH2:24][C@H:15]([NH2:16])[C:14](=[O:41])[NH:13][CH2:12][CH2:11][NH:10][C:9](=[O:42])[O:8][CH2:1][C:2]1[CH:3]=[CH:4][CH:5]=[CH:6][CH:7]=1)[C:31](=[O:32])[OH:33])[C:2]1[CH:7]=[CH:6][CH:5]=[CH:4][CH:3]=1. (3) Given the reactants [CH2:1]([OH:13])[CH2:2][CH2:3][CH2:4][CH2:5][CH2:6][CH2:7][CH2:8][CH2:9][CH2:10][CH2:11][CH3:12].C(N(CC)CC)C.[CH3:21][S:22](Cl)(=[O:24])=[O:23], predict the reaction product. The product is: [CH2:1]([O:13][S:22]([CH3:21])(=[O:24])=[O:23])[CH2:2][CH2:3][CH2:4][CH2:5][CH2:6][CH2:7][CH2:8][CH2:9][CH2:10][CH2:11][CH3:12]. (4) Given the reactants [C:1]([C:3]1[CH:4]=[C:5]([C:9]2[N:13]([CH3:14])[N:12]=[CH:11][C:10]=2[C:15]([O:17][CH2:18][CH3:19])=[O:16])[CH:6]=[CH:7][CH:8]=1)#[N:2].FC(F)(F)C(O)=O.[H][H], predict the reaction product. The product is: [NH2:2][CH2:1][C:3]1[CH:4]=[C:5]([C:9]2[N:13]([CH3:14])[N:12]=[CH:11][C:10]=2[C:15]([O:17][CH2:18][CH3:19])=[O:16])[CH:6]=[CH:7][CH:8]=1. (5) Given the reactants Cl.[CH3:2][O:3][C:4](=[O:9])[C@H:5]([CH2:7][OH:8])[NH2:6].N1C=CN=C1.C([Si](C)(C)Cl)(C)(C)C.C(N(CC)CC)C.[N:30]1([C:36](Cl)=[O:37])[CH2:35][CH2:34][CH2:33][CH2:32][CH2:31]1, predict the reaction product. The product is: [OH:8][CH2:7][CH:5]([NH:6][C:36]([N:30]1[CH2:35][CH2:34][CH2:33][CH2:32][CH2:31]1)=[O:37])[C:4]([O:3][CH3:2])=[O:9].